This data is from Reaction yield outcomes from USPTO patents with 853,638 reactions. The task is: Predict the reaction yield, written as a fraction of the theoretical maximum amount of product (1.0 means a 100% yield; for example, 0.34 means a 34% yield). The catalyst is CC#N.CN(C1C=CN=CC=1)C. The reactants are [NH2:1][C:2]1[CH:7]=[C:6]([O:8][C:9]2[CH:14]=[CH:13][C:12]([NH:15][C:16]([C:18]3[C:19](=[O:33])[N:20]([C:27]4[CH:32]=[CH:31][CH:30]=[CH:29][CH:28]=4)[N:21]4[CH2:26][CH2:25][O:24][CH2:23][C:22]=34)=[O:17])=[CH:11][C:10]=2[F:34])[CH:5]=[CH:4][N:3]=1.N1C=CC=CC=1.[CH:41]1([C:44](Cl)=[O:45])[CH2:43][CH2:42]1. The product is [CH:41]1([C:44]([NH:1][C:2]2[CH:7]=[C:6]([O:8][C:9]3[CH:14]=[CH:13][C:12]([NH:15][C:16]([C:18]4[C:19](=[O:33])[N:20]([C:27]5[CH:32]=[CH:31][CH:30]=[CH:29][CH:28]=5)[N:21]5[CH2:26][CH2:25][O:24][CH2:23][C:22]=45)=[O:17])=[CH:11][C:10]=3[F:34])[CH:5]=[CH:4][N:3]=2)=[O:45])[CH2:43][CH2:42]1. The yield is 0.513.